From a dataset of Full USPTO retrosynthesis dataset with 1.9M reactions from patents (1976-2016). Predict the reactants needed to synthesize the given product. (1) Given the product [CH:26]1([CH2:25][CH2:24][N:4]2[C:3](=[O:32])[C:2]([C:37]3[S:38][C:34]([CH3:33])=[CH:35][CH:36]=3)=[C:7]([CH3:8])[N:6]=[C:5]2[C:9]2[CH:14]=[CH:13][CH:12]=[C:11]([F:15])[C:10]=2[OH:16])[CH2:31][CH2:30][CH2:29][CH2:28][CH2:27]1, predict the reactants needed to synthesize it. The reactants are: Br[C:2]1[C:3](=[O:32])[N:4]([CH2:24][CH2:25][CH:26]2[CH2:31][CH2:30][CH2:29][CH2:28][CH2:27]2)[C:5]([C:9]2[CH:14]=[CH:13][CH:12]=[C:11]([F:15])[C:10]=2[O:16]CC2C=CC=CC=2)=[N:6][C:7]=1[CH3:8].[CH3:33][C:34]1[S:38][C:37](B(O)O)=[CH:36][CH:35]=1.C(=O)([O-])[O-].[Na+].[Na+]. (2) Given the product [CH3:1][N:2]1[CH:6]=[C:5]([C:7]2[CH:8]=[CH:9][CH:10]=[CH:11][CH:12]=2)[N:4]=[C:3]1[CH2:13][CH2:14][OH:15], predict the reactants needed to synthesize it. The reactants are: [CH3:1][N:2]1[CH:6]=[C:5]([C:7]2[CH:12]=[CH:11][CH:10]=[CH:9][CH:8]=2)[N:4]=[CH:3]1.[CH2:13]1[O:15][CH2:14]1. (3) Given the product [N:45]1([CH2:44][CH2:43][O:23][C:22](=[O:24])[CH2:21][CH:14]2[C:15]3[C:20](=[CH:19][CH:18]=[CH:17][CH:16]=3)[C:12](=[C:6]3[C:5]4[C:9](=[CH:10][C:2]([F:1])=[CH:3][CH:4]=4)[NH:8][C:7]3=[O:11])[O:13]2)[CH2:46][CH2:29][CH2:28][CH2:27][CH2:26]1, predict the reactants needed to synthesize it. The reactants are: [F:1][C:2]1[CH:10]=[C:9]2[C:5]([C:6](=[C:12]3[C:20]4[C:15](=[CH:16][CH:17]=[CH:18][CH:19]=4)[CH:14]([CH2:21][C:22]([OH:24])=[O:23])[O:13]3)[C:7](=[O:11])[NH:8]2)=[CH:4][CH:3]=1.[Li][CH2:26][CH2:27][CH2:28][CH3:29].[CH3:26][CH2:27][CH2:28][CH2:29]CC.C(Cl)(=O)C(Cl)=O.O[CH2:43][CH2:44][N:45]1CCOC[CH2:46]1. (4) Given the product [F:3][C:4]1[CH:9]=[CH:8][C:7]([CH:10]([OH:32])[CH:11]([CH2:17][C:18]2[CH:31]=[CH:30][C:21]3[O:22][C:23]([F:28])([F:29])[C:24]([F:27])([F:26])[O:25][C:20]=3[CH:19]=2)[C:12]([O:14][CH2:15][CH3:16])=[O:13])=[CH:6][CH:5]=1, predict the reactants needed to synthesize it. The reactants are: [BH4-].[Na+].[F:3][C:4]1[CH:9]=[CH:8][C:7]([C:10](=[O:32])[CH:11]([CH2:17][C:18]2[CH:31]=[CH:30][C:21]3[O:22][C:23]([F:29])([F:28])[C:24]([F:27])([F:26])[O:25][C:20]=3[CH:19]=2)[C:12]([O:14][CH2:15][CH3:16])=[O:13])=[CH:6][CH:5]=1.Cl.C(=O)([O-])O.[Na+]. (5) Given the product [C:48]([O:47][C:45]([N:44]1[CH2:33][CH2:34][CH2:35][C@H:36]1[CH2:31][O:10][C:8]1[CH:9]=[C:4]([N+:1]([O-:3])=[O:2])[CH:5]=[CH:6][C:7]=1[C:11]([F:16])([F:17])[C:12]([F:13])([F:14])[F:15])=[O:46])([CH3:50])([CH3:51])[CH3:49], predict the reactants needed to synthesize it. The reactants are: [N+:1]([C:4]1[CH:5]=[CH:6][C:7]([C:11]([F:17])([F:16])[C:12]([F:15])([F:14])[F:13])=[C:8]([OH:10])[CH:9]=1)([O-:3])=[O:2].[CH:35]1[CH:36]=[CH:31]C(P([C:31]2[CH:36]=[CH:35][CH:34]=[CH:33]C=2)[C:35]2[CH:36]=[CH:31]C=[CH:33][CH:34]=2)=[CH:33][CH:34]=1.[CH3:49][CH:48]([O:47][C:45](/[N:44]=[N:44]/[C:45]([O:47][CH:48]([CH3:50])[CH3:49])=[O:46])=[O:46])[CH3:50].[CH2:51]1COCC1. (6) Given the product [NH2:20][C:11]1[CH:10]=[C:9]([O:8][CH2:1][C:2]2[CH:3]=[CH:4][CH:5]=[CH:6][CH:7]=2)[C:17]([O:18][CH3:19])=[CH:16][C:12]=1[C:13]([OH:15])=[O:14], predict the reactants needed to synthesize it. The reactants are: [CH2:1]([O:8][C:9]1[C:17]([O:18][CH3:19])=[CH:16][C:12]([C:13]([OH:15])=[O:14])=[C:11]([N+:20]([O-])=O)[CH:10]=1)[C:2]1[CH:7]=[CH:6][CH:5]=[CH:4][CH:3]=1.O.O.Cl[Sn]Cl. (7) The reactants are: C(OC([N:8]1[CH2:26][CH2:25][C@@H:11]2[N:12]([CH3:24])[C:13]3[C:14]([C:20]([F:23])([F:22])[F:21])=[CH:15][C:16]([OH:19])=[CH:17][C:18]=3[C@@H:10]2[CH2:9]1)=O)(C)(C)C.Br[CH2:28][C:29]1[CH:30]=[N:31][CH:32]=[CH:33][CH:34]=1.C([O-])([O-])=O.[K+].[K+]. Given the product [CH3:24][N:12]1[C:13]2[C:14]([C:20]([F:21])([F:23])[F:22])=[CH:15][C:16]([O:19][CH2:28][C:29]3[CH:30]=[N:31][CH:32]=[CH:33][CH:34]=3)=[CH:17][C:18]=2[C@@H:10]2[CH2:9][NH:8][CH2:26][CH2:25][C@H:11]12, predict the reactants needed to synthesize it. (8) Given the product [Br:22][C:20]1[C:19]2[C:14](=[CH:15][CH:16]=[CH:17][CH:18]=2)[C:13](=[O:23])[N:12]([C:9]2[CH:10]=[CH:11][C:6]([NH:5][C:1](=[O:3])[CH3:2])=[CH:7][CH:8]=2)[N:21]=1, predict the reactants needed to synthesize it. The reactants are: [C:1](Cl)(=[O:3])[CH3:2].[NH2:5][C:6]1[CH:11]=[CH:10][C:9]([N:12]2[N:21]=[C:20]([Br:22])[C:19]3[C:14](=[CH:15][CH:16]=[CH:17][CH:18]=3)[C:13]2=[O:23])=[CH:8][CH:7]=1.